Predict the reactants needed to synthesize the given product. From a dataset of Full USPTO retrosynthesis dataset with 1.9M reactions from patents (1976-2016). The reactants are: Cl.[NH2:2][CH:3]([C:6]1[CH:11]=[CH:10][C:9]([Cl:12])=[CH:8][CH:7]=1)[C:4]#[N:5].[CH3:13][O:14][C:15]1[CH:16]=[C:17]([CH2:23][CH2:24][C:25](Cl)=[O:26])[CH:18]=[CH:19][C:20]=1[O:21][CH3:22].CCN=C=NCCCN(C)C. Given the product [Cl:12][C:9]1[CH:10]=[CH:11][C:6]([CH:3]([NH:2][C:25](=[O:26])[CH2:24][CH2:23][C:17]2[CH:18]=[CH:19][C:20]([O:21][CH3:22])=[C:15]([O:14][CH3:13])[CH:16]=2)[C:4]#[N:5])=[CH:7][CH:8]=1, predict the reactants needed to synthesize it.